From a dataset of Forward reaction prediction with 1.9M reactions from USPTO patents (1976-2016). Predict the product of the given reaction. (1) Given the reactants [Cl:1][C:2]1[CH:34]=[CH:33][C:5]([O:6][C:7]2[CH:12]=[CH:11][C:10]([N:13]3[CH:17]=[C:16]([C:18]4[CH:23]=[CH:22][C:21]([O:24][CH2:25][C@@H:26]5[CH2:28][O:27]5)=[CH:20][CH:19]=4)[N:15]=[C:14]3[CH2:29][O:30][CH2:31][CH3:32])=[CH:9][CH:8]=2)=[CH:4][CH:3]=1.[CH2:35]([NH2:37])[CH3:36], predict the reaction product. The product is: [Cl:1][C:2]1[CH:34]=[CH:33][C:5]([O:6][C:7]2[CH:12]=[CH:11][C:10]([N:13]3[CH:17]=[C:16]([C:18]4[CH:23]=[CH:22][C:21]([O:24][CH2:25][C@@H:26]([OH:27])[CH2:28][NH:37][CH2:35][CH3:36])=[CH:20][CH:19]=4)[N:15]=[C:14]3[CH2:29][O:30][CH2:31][CH3:32])=[CH:9][CH:8]=2)=[CH:4][CH:3]=1. (2) The product is: [NH2:5][CH2:6][CH:7]1[O:12][CH2:11][CH2:10][N:9]([C:13]([O:15][CH2:16][C:17]2[CH:22]=[CH:21][CH:20]=[CH:19][CH:18]=2)=[O:14])[CH2:8]1. Given the reactants FC(F)(F)C([NH:5][CH2:6][CH:7]1[O:12][CH2:11][CH2:10][N:9]([C:13]([O:15][CH2:16][C:17]2[CH:22]=[CH:21][CH:20]=[CH:19][CH:18]=2)=[O:14])[CH2:8]1)=O.C(=O)([O-])[O-].[K+].[K+], predict the reaction product. (3) The product is: [CH2:8]([O:15][C:16]([N:18]1[CH2:23][CH:22]([O:24][CH2:25][C:26]2[CH:27]=[CH:28][C:29]3[O:34][CH2:33][CH2:32][N:31]([CH2:35][CH2:36][CH2:37][O:38][CH3:39])[C:30]=3[CH:40]=2)[CH:21]([C:41]2[CH:46]=[CH:45][C:44]([O:47][CH3:48])=[CH:43][CH:42]=2)[CH:20]([O:49][C:1](=[O:6])[C:2]([CH3:5])([CH3:4])[CH3:3])[CH2:19]1)=[O:17])[C:9]1[CH:14]=[CH:13][CH:12]=[CH:11][CH:10]=1. Given the reactants [C:1](Cl)(=[O:6])[C:2]([CH3:5])([CH3:4])[CH3:3].[CH2:8]([O:15][C:16]([N:18]1[CH2:23][CH:22]([O:24][CH2:25][C:26]2[CH:27]=[CH:28][C:29]3[O:34][CH2:33][CH2:32][N:31]([CH2:35][CH2:36][CH2:37][O:38][CH3:39])[C:30]=3[CH:40]=2)[CH:21]([C:41]2[CH:46]=[CH:45][C:44]([O:47][CH3:48])=[CH:43][CH:42]=2)[CH:20]([OH:49])[CH2:19]1)=[O:17])[C:9]1[CH:14]=[CH:13][CH:12]=[CH:11][CH:10]=1, predict the reaction product. (4) Given the reactants [Br:1][C:2]1[CH:3]=[C:4]([CH:9]=[CH:10][C:11]=1[CH3:12])[C:5](=[NH:8])[NH:6][OH:7].Br[C:14]1C=C(C=CC=1C)C#N.Cl.NO.[C:26](=[O:29])([O-])[O-].[Na+].[Na+], predict the reaction product. The product is: [Br:1][C:2]1[CH:3]=[C:4]([C:5]2[N:8]([CH3:14])[C:26](=[O:29])[O:7][N:6]=2)[CH:9]=[CH:10][C:11]=1[CH3:12]. (5) Given the reactants [CH3:1][O:2][C:3]1[CH:10]=[CH:9][C:6]([CH2:7]Cl)=[CH:5][CH:4]=1.[CH:11]1([C:14]2[C:19](=[O:20])[NH:18][C:17]([CH:21]=[O:22])=[CH:16][CH:15]=2)[CH2:13][CH2:12]1.[Al], predict the reaction product. The product is: [CH:11]1([C:14]2[CH:15]=[CH:16][C:17]([CH:21]=[O:22])=[N:18][C:19]=2[O:20][CH2:7][C:6]2[CH:9]=[CH:10][C:3]([O:2][CH3:1])=[CH:4][CH:5]=2)[CH2:13][CH2:12]1. (6) Given the reactants [F:1][C:2]1([F:10])[CH2:7][CH2:6][CH:5]([CH2:8][OH:9])[CH2:4][CH2:3]1.[H-].[Na+].F[C:14]1[CH:19]=[CH:18][C:17]([S:20]([CH3:23])(=[O:22])=[O:21])=[CH:16][C:15]=1[C:24]1[C:32]2[C:27](=[C:28]([O:33][CH3:34])[N:29]=[CH:30][CH:31]=2)[N:26]([CH3:35])[CH:25]=1, predict the reaction product. The product is: [F:1][C:2]1([F:10])[CH2:7][CH2:6][CH:5]([CH2:8][O:9][C:14]2[CH:19]=[CH:18][C:17]([S:20]([CH3:23])(=[O:22])=[O:21])=[CH:16][C:15]=2[C:24]2[C:32]3[C:27](=[C:28]([O:33][CH3:34])[N:29]=[CH:30][CH:31]=3)[N:26]([CH3:35])[CH:25]=2)[CH2:4][CH2:3]1. (7) Given the reactants [F:1][C:2]([F:21])([F:20])[C:3]1[CH:4]=[C:5]([C:13]2[CH:18]=[CH:17][CH:16]=[C:15](Br)[N:14]=2)[CH:6]=[C:7]([C:9]([F:12])([F:11])[F:10])[CH:8]=1.C(OC([N:29]1[CH2:34][CH:33]=[C:32](B2OC(C)(C)C(C)(C)O2)[CH2:31][CH2:30]1)=O)(C)(C)C.C([O-])([O-])=O.[K+].[K+], predict the reaction product. The product is: [F:1][C:2]([F:21])([F:20])[C:3]1[CH:4]=[C:5]([C:13]2[CH:18]=[CH:17][CH:16]=[C:15]([CH:32]3[CH2:33][CH2:34][NH:29][CH2:30][CH2:31]3)[N:14]=2)[CH:6]=[C:7]([C:9]([F:12])([F:11])[F:10])[CH:8]=1. (8) Given the reactants [Br:1][CH2:2][CH2:3][CH2:4][CH2:5][CH2:6][CH2:7][CH2:8][CH2:9][CH2:10][CH2:11][CH2:12][CH2:13][P:14](=[O:21])([O:18]CC)[O:15]CC.[Si](Br)(C)(C)C, predict the reaction product. The product is: [Br:1][CH2:2][CH2:3][CH2:4][CH2:5][CH2:6][CH2:7][CH2:8][CH2:9][CH2:10][CH2:11][CH2:12][CH2:13][P:14](=[O:15])([OH:21])[OH:18]. (9) Given the reactants [CH3:1][C:2]1[N:6]([CH2:7][C:8]2[CH:13]=[CH:12][CH:11]=[CH:10][CH:9]=2)[CH:5]=[N+:4]([CH2:14][C:15]2[CH:20]=[CH:19][CH:18]=[CH:17][CH:16]=2)[C:3]=1[CH3:21].[Cl-:22].[Br-].F[C:25]1C=CC(C[N+]2C(C)=C(C)N(CC3C=CC(F)=CC=3)C=2)=CC=1, predict the reaction product. The product is: [CH3:21][C:3]1[N:4]([CH2:14][C:15]2[CH:20]=[CH:19][CH:18]=[CH:17][CH:16]=2)[C:5]([CH3:25])=[N+:6]([CH2:7][C:8]2[CH:13]=[CH:12][CH:11]=[CH:10][CH:9]=2)[C:2]=1[CH3:1].[Cl-:22].